This data is from Catalyst prediction with 721,799 reactions and 888 catalyst types from USPTO. The task is: Predict which catalyst facilitates the given reaction. (1) The catalyst class is: 3. Reactant: [Br:1][C:2]1[CH:7]=[CH:6][C:5]([C:8]2O[C:12](=O)[C:11]([C:15]([O:17][CH3:18])=[O:16])=[C:10]([S:19][CH3:20])[CH:9]=2)=[CH:4][CH:3]=1.[C:21]1([N:27]2[CH:35]=[C:34]3[C:29]([CH2:30][CH2:31][CH2:32]C3=O)=[N:28]2)[CH:26]=[CH:25][CH:24]=[CH:23][CH:22]=1.[OH-].[K+].Cl. Product: [Br:1][C:2]1[CH:7]=[CH:6][C:5]([C:8]2[C:32]3[CH2:31][CH2:30][C:29]4[C:34](=[CH:35][N:27]([C:21]5[CH:22]=[CH:23][CH:24]=[CH:25][CH:26]=5)[N:28]=4)[C:12]=3[C:11]([C:15]([O:17][CH3:18])=[O:16])=[C:10]([S:19][CH3:20])[CH:9]=2)=[CH:4][CH:3]=1. (2) Reactant: [NH2:1][CH3:2].[O:3]=[C:4]1[CH2:12][C:11]2[C:6](=[CH:7][CH:8]=[C:9]([S:13](Cl)(=[O:15])=[O:14])[CH:10]=2)[NH:5]1. Product: [CH3:2][NH:1][S:13]([C:9]1[CH:10]=[C:11]2[C:6](=[CH:7][CH:8]=1)[NH:5][C:4](=[O:3])[CH2:12]2)(=[O:15])=[O:14]. The catalyst class is: 1.